Dataset: Reaction yield outcomes from USPTO patents with 853,638 reactions. Task: Predict the reaction yield, written as a fraction of the theoretical maximum amount of product (1.0 means a 100% yield; for example, 0.34 means a 34% yield). (1) The reactants are [ClH:1].Cl.[F:3][C:4]1[CH:5]=[C:6]([CH:8]=[C:9]([CH2:17][NH:18][CH3:19])[C:10]=1[O:11][C@@H:12]1[CH2:16][CH2:15][O:14][CH2:13]1)[NH2:7].CCN(C(C)C)C(C)C.[CH2:29]([O:36][C:37]([O:39]N1C(=O)CCC1=O)=O)[C:30]1[CH:35]=[CH:34][CH:33]=[CH:32][CH:31]=1. The catalyst is CN(C=O)C. The product is [ClH:1].[NH2:7][C:6]1[CH:5]=[C:4]([F:3])[C:10]([O:11][C@@H:12]2[CH2:16][CH2:15][O:14][CH2:13]2)=[C:9]([CH:8]=1)[CH2:17][N:18]([CH3:19])[C:37](=[O:39])[O:36][CH2:29][C:30]1[CH:31]=[CH:32][CH:33]=[CH:34][CH:35]=1. The yield is 0.760. (2) The reactants are [CH:1]1([CH:4]2[CH2:9][N:8]3[N:10]=[C:11]([I:18])[C:12]([C:13]([O:15][CH2:16][CH3:17])=[O:14])=[C:7]3[CH2:6][NH:5]2)[CH2:3][CH2:2]1.[CH3:19][C:20]([O:23][C:24](O[C:24]([O:23][C:20]([CH3:22])([CH3:21])[CH3:19])=[O:25])=[O:25])([CH3:22])[CH3:21]. The catalyst is C(Cl)Cl. The product is [CH:1]1([CH:4]2[CH2:9][N:8]3[N:10]=[C:11]([I:18])[C:12]([C:13]([O:15][CH2:16][CH3:17])=[O:14])=[C:7]3[CH2:6][N:5]2[C:24]([O:23][C:20]([CH3:22])([CH3:21])[CH3:19])=[O:25])[CH2:2][CH2:3]1. The yield is 0.550. (3) The reactants are Br[CH2:2][CH2:3][O:4][C:5]1[CH:10]=[CH:9][C:8]([CH2:11][C@@H:12]([CH3:26])[C@@H:13]([CH3:25])[CH2:14][C:15]2[CH:20]=[CH:19][C:18]([O:21][CH3:22])=[C:17]([O:23][CH3:24])[CH:16]=2)=[CH:7][C:6]=1[O:27][CH3:28].C[O-].[Na+].[N+:32]([C:35]1[NH:36][CH:37]=[CH:38][N:39]=1)([O-:34])=[O:33]. No catalyst specified. The product is [CH3:24][O:23][C:17]1[CH:16]=[C:15]([CH2:14][C@H:13]([CH3:25])[C@H:12]([CH3:26])[CH2:11][C:8]2[CH:9]=[CH:10][C:5]([O:4][CH2:3][CH2:2][N:36]3[CH:37]=[CH:38][N:39]=[C:35]3[N+:32]([O-:34])=[O:33])=[C:6]([O:27][CH3:28])[CH:7]=2)[CH:20]=[CH:19][C:18]=1[O:21][CH3:22]. The yield is 0.530. (4) The catalyst is CC(C)=O. The product is [Br:7][CH2:6][CH2:5][CH2:4][CH2:3][CH2:2][C:19]([C:15]1[CH:17]=[CH:18][C:10]([CH:9]=[O:8])=[CH:11][C:12]=1[O:13][CH3:14])=[O:20]. The reactants are Br[CH2:2][CH2:3][CH2:4][CH2:5][CH2:6][Br:7].[O:8]=[CH:9][C:10]1[CH:18]=[CH:17][C:15](O)=[C:12]([O:13][CH3:14])[CH:11]=1.[C:19](=O)([O-])[O-:20].[K+].[K+]. The yield is 0.800.